Dataset: Peptide-MHC class I binding affinity with 185,985 pairs from IEDB/IMGT. Task: Regression. Given a peptide amino acid sequence and an MHC pseudo amino acid sequence, predict their binding affinity value. This is MHC class I binding data. The peptide sequence is DVDTSASEIK. The MHC is HLA-A11:01 with pseudo-sequence HLA-A11:01. The binding affinity (normalized) is 0.272.